Dataset: Forward reaction prediction with 1.9M reactions from USPTO patents (1976-2016). Task: Predict the product of the given reaction. (1) Given the reactants [S:1]1[CH:5]=[CH:4][C:3]([C:6]2[CH:11]=[CH:10][C:9]([OH:12])=[CH:8][CH:7]=2)=[CH:2]1.[C:13]([O:17][C:18]([N:20]1[CH2:25][CH2:24][CH:23]([N:26]2[C:30]3=[N:31][CH:32]=[N:33][C:34](Cl)=[C:29]3[CH:28]=[N:27]2)[CH2:22][CH2:21]1)=[O:19])([CH3:16])([CH3:15])[CH3:14].C(=O)([O-])[O-].[K+].[K+].C(=O)([O-])[O-].[Na+].[Na+], predict the reaction product. The product is: [C:13]([O:17][C:18]([N:20]1[CH2:21][CH2:22][CH:23]([N:26]2[C:30]3=[N:31][CH:32]=[N:33][C:34]([O:12][C:9]4[CH:10]=[CH:11][C:6]([C:3]5[CH:4]=[CH:5][S:1][CH:2]=5)=[CH:7][CH:8]=4)=[C:29]3[CH:28]=[N:27]2)[CH2:24][CH2:25]1)=[O:19])([CH3:16])([CH3:14])[CH3:15]. (2) Given the reactants [C:1]([NH:4][CH2:5][C:6]([NH:8][C:9]1[C:10]([CH:17]2[CH2:21][CH2:20][CH2:19][CH2:18]2)=[N:11][NH:12][C:13]=1[C:14]([NH2:16])=[O:15])=O)(=[O:3])[CH3:2].CC(C)([O-])C.[K+], predict the reaction product. The product is: [CH:17]1([C:10]2[C:9]3[N:8]=[C:6]([CH2:5][NH:4][C:1](=[O:3])[CH3:2])[NH:16][C:14](=[O:15])[C:13]=3[NH:12][N:11]=2)[CH2:21][CH2:20][CH2:19][CH2:18]1. (3) Given the reactants C([NH:9][C:10]([NH:12][C:13]1[CH:18]=[C:17]([CH:19]2[CH2:24][CH2:23][O:22][CH2:21][CH2:20]2)[CH:16]=[CH:15][C:14]=1[O:25][CH3:26])=[S:11])(=O)C1C=CC=CC=1.C[O-].[Na+], predict the reaction product. The product is: [CH3:26][O:25][C:14]1[CH:15]=[CH:16][C:17]([CH:19]2[CH2:20][CH2:21][O:22][CH2:23][CH2:24]2)=[CH:18][C:13]=1[NH:12][C:10]([NH2:9])=[S:11]. (4) The product is: [CH3:1][O:2][C:3](=[O:31])[CH:4]([C:5]1[CH:6]=[C:7]([C:21]2[CH:26]=[CH:25][C:24]([C:27]([F:30])([F:28])[F:29])=[CH:23][CH:22]=2)[N:8]=[C:9]([C:11]2[CH:12]=[CH:13][C:14]([C:17]([F:18])([F:19])[F:20])=[CH:15][CH:16]=2)[CH:10]=1)[CH2:45][C:44]([CH3:46])=[CH2:43]. Given the reactants [CH3:1][O:2][C:3](=[O:31])[CH2:4][C:5]1[CH:10]=[C:9]([C:11]2[CH:16]=[CH:15][C:14]([C:17]([F:20])([F:19])[F:18])=[CH:13][CH:12]=2)[N:8]=[C:7]([C:21]2[CH:26]=[CH:25][C:24]([C:27]([F:30])([F:29])[F:28])=[CH:23][CH:22]=2)[CH:6]=1.C[Si]([N-][Si](C)(C)C)(C)C.[K+].Br[CH2:43][C:44]([CH3:46])=[CH2:45], predict the reaction product. (5) Given the reactants [CH2:1]([O:3][C:4]([C:6]1[C:7]([OH:27])=[C:8]2[C:16](Br)=[C:15](Br)[N:14]([CH2:19][C:20]3[CH:25]=[CH:24][CH:23]=[CH:22][C:21]=3[F:26])[C:9]2=[C:10]([C:12]#[N:13])[N:11]=1)=[O:5])[CH3:2].C([O-])=O.[NH4+], predict the reaction product. The product is: [CH2:1]([O:3][C:4]([C:6]1[C:7]([OH:27])=[C:8]2[CH:16]=[CH:15][N:14]([CH2:19][C:20]3[CH:25]=[CH:24][CH:23]=[CH:22][C:21]=3[F:26])[C:9]2=[C:10]([C:12]#[N:13])[N:11]=1)=[O:5])[CH3:2].